The task is: Predict the reaction yield, written as a fraction of the theoretical maximum amount of product (1.0 means a 100% yield; for example, 0.34 means a 34% yield).. This data is from Reaction yield outcomes from USPTO patents with 853,638 reactions. (1) The yield is 0.730. The product is [CH:1]1([N:9]2[CH2:10][CH2:11][CH:12]([N:15]3[C:16]4[CH:21]=[CH:20][CH:19]=[CH:18][C:17]=4[NH:22][C:30]3=[N:31][C:32]#[N:33])[CH2:13][CH2:14]2)[CH2:2][CH2:3][CH2:4][CH2:5][CH2:6][CH2:7][CH2:8]1. The catalyst is CN(C)C=O. The reactants are [CH:1]1([N:9]2[CH2:14][CH2:13][CH:12]([NH:15][C:16]3[C:17]([NH2:22])=[CH:18][CH:19]=[CH:20][CH:21]=3)[CH2:11][CH2:10]2)[CH2:8][CH2:7][CH2:6][CH2:5][CH2:4][CH2:3][CH2:2]1.C1C=CC(O[C:30](OC2C=CC=CC=2)=[N:31][C:32]#[N:33])=CC=1. (2) The reactants are Br[C:2]1[CH:7]=[CH:6][CH:5]=[CH:4][N:3]=1.Br[C:9]([F:16])([F:15])[C:10]([O:12][CH2:13][CH3:14])=[O:11].P([O-])(O)(O)=O.[K+]. The catalyst is CS(C)=O.C(OC(C)C)(=O)C.[Cu]. The product is [CH2:13]([O:12][C:10](=[O:11])[C:9]([F:16])([F:15])[C:2]1[CH:7]=[CH:6][CH:5]=[CH:4][N:3]=1)[CH3:14]. The yield is 0.680. (3) The reactants are [CH3:1][C:2]1[CH:3]=[C:4]([CH:12]=[C:13]([CH3:15])[CH:14]=1)[O:5][CH2:6][C:7]([O:9]CC)=[O:8].[OH-].[Na+].Cl. The catalyst is CO. The product is [CH3:1][C:2]1[CH:3]=[C:4]([CH:12]=[C:13]([CH3:15])[CH:14]=1)[O:5][CH2:6][C:7]([OH:9])=[O:8]. The yield is 0.950. (4) The reactants are [Cl:1][C:2]1[N:7]=[C:6](Cl)[C:5]([C:9]([O:11][CH2:12][CH3:13])=[O:10])=[C:4]([CH2:14][N:15]2[C:23](=[O:24])[C:22]3[C:17](=[CH:18][CH:19]=[CH:20][CH:21]=3)[C:16]2=[O:25])[N:3]=1.[NH2:26][C:27]1[CH:32]=[CH:31][CH:30]=[C:29]([CH3:33])[CH:28]=1.C(N(CC)C(C)C)(C)C.C([O-])(O)=O.[Na+]. The catalyst is CC#N. The product is [Cl:1][C:2]1[N:3]=[C:4]([CH2:14][N:15]2[C:23](=[O:24])[C:22]3[C:17](=[CH:18][CH:19]=[CH:20][CH:21]=3)[C:16]2=[O:25])[C:5]([C:9]([O:11][CH2:12][CH3:13])=[O:10])=[C:6]([NH:26][C:27]2[CH:28]=[C:29]([CH3:33])[CH:30]=[CH:31][CH:32]=2)[N:7]=1. The yield is 0.690.